Dataset: Forward reaction prediction with 1.9M reactions from USPTO patents (1976-2016). Task: Predict the product of the given reaction. Given the reactants [F:1][C:2]1[CH:7]=[C:6]([F:8])[C:5]([O:9][CH3:10])=[CH:4][C:3]=1[C:11]1[CH:16]=[CH:15][N:14]=[CH:13][C:12]=1[NH:17][CH3:18].[CH3:19][S:20]([C:23]1[CH:24]=[C:25]([CH:29]=[C:30]([C:32]([F:35])([F:34])[F:33])[CH:31]=1)[C:26]([OH:28])=O)(=[O:22])=[O:21].O=P(Cl)(Cl)Cl, predict the reaction product. The product is: [F:1][C:2]1[CH:7]=[C:6]([F:8])[C:5]([O:9][CH3:10])=[CH:4][C:3]=1[C:11]1[CH:16]=[CH:15][N:14]=[CH:13][C:12]=1[N:17]([CH3:18])[C:26](=[O:28])[C:25]1[CH:29]=[C:30]([C:32]([F:35])([F:34])[F:33])[CH:31]=[C:23]([S:20]([CH3:19])(=[O:21])=[O:22])[CH:24]=1.